From a dataset of Reaction yield outcomes from USPTO patents with 853,638 reactions. Predict the reaction yield, written as a fraction of the theoretical maximum amount of product (1.0 means a 100% yield; for example, 0.34 means a 34% yield). (1) The reactants are [Br:1]Br.[CH3:3][N:4]1[C:12]2[C:7](=[CH:8][CH:9]=[CH:10][CH:11]=2)[C:6]2([CH2:14][CH2:13]2)[C:5]1=[O:15].C([O-])(=O)C.[Na+].C(O)(=O)C.S([O-])([O-])(=O)=S.[Na+].[Na+]. The catalyst is ClCCl. The product is [Br:1][C:9]1[CH:8]=[C:7]2[C:12](=[CH:11][CH:10]=1)[N:4]([CH3:3])[C:5](=[O:15])[C:6]12[CH2:14][CH2:13]1. The yield is 0.476. (2) The reactants are Cl[C:2]([CH3:8])([CH3:7])[C:3]([O:5][CH3:6])=[O:4].[C:9](OC)(=[O:13])C(C)=C. No catalyst specified. The product is [CH3:9][O:13][CH2:7][CH:2]([CH3:8])[C:3]([O:5][CH3:6])=[O:4]. The yield is 0.180. (3) The reactants are [Cl-].O[NH3+:3].[C:4](=[O:7])([O-])[OH:5].[Na+].CS(C)=O.[Si]([O:20][CH2:21][C:22]1([CH2:26][O:27][C@H:28]2[CH2:33][CH2:32][C@H:31]([N:34]3[C:39](=[O:40])[C:38]([CH2:41][C:42]4[CH:47]=[CH:46][C:45]([C:48]5[C:49]([C:54]#[N:55])=[CH:50][CH:51]=[CH:52][CH:53]=5)=[CH:44][CH:43]=4)=[C:37]([CH2:56][CH2:57][CH3:58])[N:36]4[N:59]=[CH:60][N:61]=[C:35]34)[CH2:30][CH2:29]2)[CH2:25][CH2:24][CH2:23]1)(C(C)(C)C)(C)C. The catalyst is O.C(OCC)(=O)C. The product is [OH:20][CH2:21][C:22]1([CH2:26][O:27][C@H:28]2[CH2:33][CH2:32][C@H:31]([N:34]3[C:39](=[O:40])[C:38]([CH2:41][C:42]4[CH:43]=[CH:44][C:45]([C:48]5[CH:53]=[CH:52][CH:51]=[CH:50][C:49]=5[C:54]5[NH:3][C:4](=[O:7])[O:5][N:55]=5)=[CH:46][CH:47]=4)=[C:37]([CH2:56][CH2:57][CH3:58])[N:36]4[N:59]=[CH:60][N:61]=[C:35]34)[CH2:30][CH2:29]2)[CH2:23][CH2:24][CH2:25]1. The yield is 0.760. (4) The product is [C:23]([C:20]([CH3:22])([CH3:21])[CH2:19][CH2:18][CH2:17][CH2:16][C:10]1([CH2:9][CH2:8][CH2:7][CH2:6][C:5]([CH3:29])([CH3:28])[C:4]([OH:30])=[O:3])[S:15][CH2:14][CH2:13][CH2:12][S:11]1)([OH:25])=[O:24]. The yield is 0.950. The reactants are C([O:3][C:4](=[O:30])[C:5]([CH3:29])([CH3:28])[CH2:6][CH2:7][CH2:8][CH2:9][C:10]1([CH2:16][CH2:17][CH2:18][CH2:19][C:20]([C:23]([O:25]CC)=[O:24])([CH3:22])[CH3:21])[S:15][CH2:14][CH2:13][CH2:12][S:11]1)C.[OH-].[K+].Cl. The catalyst is C(O)C.O. (5) The reactants are [CH3:1][NH:2][CH2:3][CH2:4][C:5]([N:7]1[CH2:16][CH2:15][C:14]2[C:9](=[CH:10][C:11]([O:19][CH3:20])=[C:12]([O:17][CH3:18])[CH:13]=2)[C:8]21[CH2:25][CH2:24][CH:23]([C:26]([N:28]1[CH2:33][CH2:32][N:31]([C:34]3[C:35]4[N:42]=[N:41][N:40]([CH3:43])[C:36]=4[N:37]=[CH:38][N:39]=3)[CH2:30][CH2:29]1)=[O:27])[CH2:22][CH:21]2[CH:44]1[C:53]2[C:48](=[CH:49][C:50]([O:56][CH3:57])=[C:51]([O:54][CH3:55])[CH:52]=2)[CH2:47][CH2:46][N:45]1[CH2:58][CH3:59])=[O:6].C(=O)([O-])[O-].[Cs+].[Cs+].Cl[C:67]([O:69][CH2:70]Cl)=[O:68].[C:72]([OH:78])(=[O:77])[C:73]([CH3:76])([CH3:75])[CH3:74]. The catalyst is C(#N)C. The product is [C:72]([O:78][CH2:70][O:69][C:67]([N:2]([CH2:3][CH2:4][C:5]([N:7]1[CH2:16][CH2:15][C:14]2[C:9](=[CH:10][C:11]([O:19][CH3:20])=[C:12]([O:17][CH3:18])[CH:13]=2)[C:8]21[CH2:25][CH2:24][CH:23]([C:26]([N:28]1[CH2:33][CH2:32][N:31]([C:34]3[C:35]4[N:42]=[N:41][N:40]([CH3:43])[C:36]=4[N:37]=[CH:38][N:39]=3)[CH2:30][CH2:29]1)=[O:27])[CH2:22][CH:21]2[CH:44]1[C:53]2[C:48](=[CH:49][C:50]([O:56][CH3:57])=[C:51]([O:54][CH3:55])[CH:52]=2)[CH2:47][CH2:46][N:45]1[CH2:58][CH3:59])=[O:6])[CH3:1])=[O:68])(=[O:77])[C:73]([CH3:76])([CH3:75])[CH3:74]. The yield is 0.720. (6) The reactants are O1CCCC1.CS(C)=O.[O:10]1[CH:14]=[CH:13][CH:12]=[C:11]1[CH2:15][CH2:16][C:17]1[CH:22]=[CH:21][C:20](/[CH:23]=[CH:24]/[N+:25]([O-:27])=[O:26])=[CH:19][CH:18]=1.C(O)(=O)C.[BH4-].[Na+]. The catalyst is O. The product is [O:10]1[CH:14]=[CH:13][CH:12]=[C:11]1[CH2:15][CH2:16][C:17]1[CH:22]=[CH:21][C:20]([CH2:23][CH2:24][N+:25]([O-:27])=[O:26])=[CH:19][CH:18]=1. The yield is 0.530.